Dataset: Full USPTO retrosynthesis dataset with 1.9M reactions from patents (1976-2016). Task: Predict the reactants needed to synthesize the given product. The reactants are: [CH2:1]([C:8]1[CH:9]=[N:10][C:11]2[C:16]([C:17]=1[C:18]1[CH:19]=[C:20]([NH2:24])[CH:21]=[CH:22][CH:23]=1)=[CH:15][CH:14]=[CH:13][C:12]=2[C:25]([F:28])([F:27])[F:26])[C:2]1[CH:7]=[CH:6][CH:5]=[CH:4][CH:3]=1.[F:29][C:30]1[C:37]([F:38])=[CH:36][CH:35]=[CH:34][C:31]=1[CH:32]=O. Given the product [CH2:1]([C:8]1[CH:9]=[N:10][C:11]2[C:16]([C:17]=1[C:18]1[CH:19]=[C:20]([NH:24][CH2:32][C:31]3[CH:34]=[CH:35][CH:36]=[C:37]([F:38])[C:30]=3[F:29])[CH:21]=[CH:22][CH:23]=1)=[CH:15][CH:14]=[CH:13][C:12]=2[C:25]([F:28])([F:26])[F:27])[C:2]1[CH:3]=[CH:4][CH:5]=[CH:6][CH:7]=1, predict the reactants needed to synthesize it.